The task is: Predict the reactants needed to synthesize the given product.. This data is from Full USPTO retrosynthesis dataset with 1.9M reactions from patents (1976-2016). (1) Given the product [F:1][C:2]1[CH:3]=[C:4]([CH:35]=[CH:36][CH:37]=1)[CH2:5][O:6][C:7]1[CH:33]=[CH:32][C:10]([NH:11][C:12]2[C:21]3[C:16](=[CH:17][CH:18]=[C:19]([C:22]4[O:26][C:25]([CH:27]=[CH:28][C:29]([NH:50][CH2:49][CH2:48][S:45]([C:39]5[CH:44]=[CH:43][CH:42]=[CH:41][CH:40]=5)(=[O:47])=[O:46])=[O:30])=[CH:24][CH:23]=4)[CH:20]=3)[N:15]=[CH:14][N:13]=2)=[CH:9][C:8]=1[Cl:34], predict the reactants needed to synthesize it. The reactants are: [F:1][C:2]1[CH:3]=[C:4]([CH:35]=[CH:36][CH:37]=1)[CH2:5][O:6][C:7]1[CH:33]=[CH:32][C:10]([NH:11][C:12]2[C:21]3[C:16](=[CH:17][CH:18]=[C:19]([C:22]4[O:26][C:25]([CH:27]=[CH:28][C:29](O)=[O:30])=[CH:24][CH:23]=4)[CH:20]=3)[N:15]=[CH:14][N:13]=2)=[CH:9][C:8]=1[Cl:34].Cl.[C:39]1([S:45]([CH2:48][CH2:49][NH2:50])(=[O:47])=[O:46])[CH:44]=[CH:43][CH:42]=[CH:41][CH:40]=1.Cl.CN(C)CCCN=C=NCC.C(N(C(C)C)CC)(C)C. (2) Given the product [CH2:1]([O:8][C@@H:9]1[C@@H:13]2[O:14][CH2:15][C@@:10]1([CH2:27][O:28][C:33](=[O:34])[C:35]1[CH:40]=[CH:39][CH:38]=[CH:37][CH:36]=1)[O:11][C@H:12]2[N:16]1[CH:24]=[N:23][C:22]2[C:17]1=[N:18][C:19]([NH2:26])=[N:20][C:21]=2[Cl:25])[C:2]1[CH:7]=[CH:6][CH:5]=[CH:4][CH:3]=1, predict the reactants needed to synthesize it. The reactants are: [CH2:1]([O:8][C@@H:9]1[C@@H:13]2[O:14][CH2:15][C@@:10]1([CH2:27][O:28]S(C)(=O)=O)[O:11][C@H:12]2[N:16]1[CH:24]=[N:23][C:22]2[C:17]1=[N:18][C:19]([NH2:26])=[N:20][C:21]=2[Cl:25])[C:2]1[CH:7]=[CH:6][CH:5]=[CH:4][CH:3]=1.[C:33](O[Na])([C:35]1[CH:40]=[CH:39][CH:38]=[CH:37][CH:36]=1)=[O:34].CCOC(C)=O.C([O-])(O)=O.[Na+]. (3) Given the product [CH3:37][N:34]1[CH2:33][CH2:32][N:31]([C:28]2[CH:29]=[CH:30][C:25]([NH:24][C:9]3[N:10]=[C:11]([O:12][C:13]4[CH:14]=[C:15]([C:6](=[CH2:5])[C:11]([NH2:38])=[O:12])[CH:16]=[CH:17][CH:18]=4)[C:6]4[CH:5]=[CH:4][NH:3][C:7]=4[N:8]=3)=[CH:26][CH:27]=2)[CH2:36][CH2:35]1, predict the reactants needed to synthesize it. The reactants are: OC[N:3]1[C:7]2[N:8]=[C:9]([NH:24][C:25]3[CH:30]=[CH:29][C:28]([N:31]4[CH2:36][CH2:35][N:34]([CH3:37])[CH2:33][CH2:32]4)=[CH:27][CH:26]=3)[N:10]=[C:11]([O:12][C:13]3[CH:14]=[C:15](NC(=O)C=C)[CH:16]=[CH:17][CH:18]=3)[C:6]=2[CH:5]=[CH:4]1.[NH3:38]. (4) The reactants are: Cl[C:2]1[C:3]2[N:10]([CH3:11])[CH:9]=[CH:8][C:4]=2[N:5]=[CH:6][N:7]=1.[OH:12][C:13]1[CH:18]=[CH:17][C:16]([CH2:19][C:20]([O:22][CH2:23][CH3:24])=[O:21])=[CH:15][CH:14]=1.C(=O)([O-])[O-].[K+].[K+].CN1CCCC1=O. Given the product [CH3:11][N:10]1[C:3]2[C:2]([O:12][C:13]3[CH:14]=[CH:15][C:16]([CH2:19][C:20]([O:22][CH2:23][CH3:24])=[O:21])=[CH:17][CH:18]=3)=[N:7][CH:6]=[N:5][C:4]=2[CH:8]=[CH:9]1, predict the reactants needed to synthesize it. (5) Given the product [Br:1][C:2]1[CH:3]=[N:4][N:5]2[CH:10]=[CH:9][C:8]([N:11]3[CH2:16][CH2:15][N:14]([C:17]([O:19][C@H:20]4[CH2:25][CH2:24][O:29][CH2:21]4)=[O:18])[CH2:13][CH2:12]3)=[N:7][C:6]=12, predict the reactants needed to synthesize it. The reactants are: [Br:1][C:2]1[CH:3]=[N:4][N:5]2[CH:10]=[CH:9][C:8]([N:11]3[CH2:16][CH2:15][N:14]([C:17]([O:19][C:20]4[CH:25]=[CH:24]C([N+]([O-])=O)=C[CH:21]=4)=[O:18])[CH2:13][CH2:12]3)=[N:7][C:6]=12.[O:29]1CC[C@H](O)C1.[H-].[Na+]. (6) The reactants are: B(O)O.Br[C:5]1[CH:12]=[CH:11][CH:10]=[C:9]([F:13])[C:6]=1[CH:7]=[O:8].[S:14]1[CH:18]=[CH:17][C:16](B(O)O)=[CH:15]1. Given the product [F:13][C:9]1[CH:10]=[CH:11][CH:12]=[C:5]([C:16]2[CH:17]=[CH:18][S:14][CH:15]=2)[C:6]=1[CH:7]=[O:8], predict the reactants needed to synthesize it.